This data is from Forward reaction prediction with 1.9M reactions from USPTO patents (1976-2016). The task is: Predict the product of the given reaction. (1) The product is: [C:5]1([N:6]2[C:8]3[C:21](=[CH:16][CH:17]=[CH:18][CH:19]=3)[CH:20]=[C:7]2[P:15]([CH:22]2[CH2:27][CH2:26][CH2:25][CH2:24][CH2:23]2)[CH:16]2[CH2:21][CH2:20][CH2:19][CH2:18][CH2:17]2)[CH:13]=[CH:12][CH:11]=[CH:10][CH:4]=1. Given the reactants CN([CH2:4][CH2:5][N:6]([CH3:8])[CH3:7])C.[Li][CH2:10][CH2:11][CH2:12][CH3:13].Cl[P:15]([CH:22]1[CH2:27][CH2:26][CH2:25][CH2:24][CH2:23]1)[CH:16]1[CH2:21][CH2:20][CH2:19][CH2:18][CH2:17]1, predict the reaction product. (2) Given the reactants [CH2:1]([O:5][CH2:6][CH2:7][O:8][CH2:9][C:10]([NH2:12])=O)[CH2:2][CH2:3][CH3:4].[H-].[Al+3].[Li+].[H-].[H-].[H-].O.S([O-])([O-])(=O)=O.[Na+].[Na+], predict the reaction product. The product is: [CH2:1]([O:5][CH2:6][CH2:7][O:8][CH2:9][CH2:10][NH2:12])[CH2:2][CH2:3][CH3:4]. (3) Given the reactants C(=O)([O-])[O-].[K+].[K+].[CH3:7][O:8][C:9](=[O:34])[C@@H:10]([NH:26][C:27]([O:29][C:30]([CH3:33])([CH3:32])[CH3:31])=[O:28])[CH2:11][C:12]1[CH:17]=[CH:16][C:15](OS(C(F)(F)F)(=O)=O)=[CH:14][CH:13]=1.[C:35]1(B(O)O)[CH:40]=[CH:39][CH:38]=[CH:37][CH:36]=1.N#N, predict the reaction product. The product is: [C:15]1([C:35]2[CH:40]=[CH:39][CH:38]=[CH:37][CH:36]=2)[CH:16]=[CH:17][C:12]([CH2:11][C@H:10]([NH:26][C:27]([O:29][C:30]([CH3:33])([CH3:32])[CH3:31])=[O:28])[C:9]([O:8][CH3:7])=[O:34])=[CH:13][CH:14]=1. (4) The product is: [CH3:1][N:2]([CH:12]1[CH2:16][CH2:15][N:14]([CH3:17])[CH2:13]1)[C:3]1[CH:8]=[CH:7][C:6]([NH2:9])=[CH:5][CH:4]=1. Given the reactants [CH3:1][N:2]([CH:12]1[CH2:16][CH2:15][N:14]([CH3:17])[CH2:13]1)[C:3]1[CH:8]=[CH:7][C:6]([N+:9]([O-])=O)=[CH:5][CH:4]=1, predict the reaction product. (5) Given the reactants [C:1]([C:3]1[C:22](=[O:23])[C@@H:21]([CH3:24])[C@@H:6]2[CH2:7][CH2:8][C:9]3[CH:10]=[N:11][C:12]([C:15]4[CH:20]=[CH:19][CH:18]=[CH:17][CH:16]=4)=[N:13][C:14]=3[C@@:5]2([C:25]2[CH:26]=[C:27]([CH:32]=[CH:33][CH:34]=2)[C:28]([O:30]C)=[O:29])[CH:4]=1)#[N:2].O.O.[OH-].[Li+].Cl, predict the reaction product. The product is: [C:1]([C:3]1[C:22](=[O:23])[C@@H:21]([CH3:24])[C@@H:6]2[CH2:7][CH2:8][C:9]3[CH:10]=[N:11][C:12]([C:15]4[CH:16]=[CH:17][CH:18]=[CH:19][CH:20]=4)=[N:13][C:14]=3[C@@:5]2([C:25]2[CH:26]=[C:27]([CH:32]=[CH:33][CH:34]=2)[C:28]([OH:30])=[O:29])[CH:4]=1)#[N:2]. (6) Given the reactants [Br:1][C:2]1[CH:3]=[C:4]2[C:8](=[C:9]([C:11]([NH2:13])=[O:12])[CH:10]=1)[NH:7][CH:6]=[C:5]2[CH:14]1[CH2:19][CH2:18][N:17]([S:20]([CH:23]=[CH2:24])(=[O:22])=[O:21])[CH2:16][CH2:15]1.[CH3:25][O-:26].[Na+], predict the reaction product. The product is: [Br:1][C:2]1[CH:3]=[C:4]2[C:8](=[C:9]([C:11]([NH2:13])=[O:12])[CH:10]=1)[NH:7][CH:6]=[C:5]2[CH:14]1[CH2:19][CH2:18][N:17]([S:20]([CH2:23][CH2:24][O:26][CH3:25])(=[O:22])=[O:21])[CH2:16][CH2:15]1. (7) Given the reactants [H-].[Na+].[C:3]([CH:5]([CH:10]([C:21]1[CH:26]=[CH:25][CH:24]=[CH:23][C:22]=1[O:27][CH3:28])[C:11]1[C:20]2[C:15](=[CH:16][CH:17]=[CH:18][CH:19]=2)[CH:14]=[CH:13][CH:12]=1)[C:6]([O:8][CH3:9])=[O:7])#[N:4].Cl.Cl[CH2:31][CH2:32][N:33]1[CH2:38][CH2:37][O:36][CH2:35][CH2:34]1.Cl, predict the reaction product. The product is: [C:3]([C@@:5]([C@H:10]([C:21]1[CH:26]=[CH:25][CH:24]=[CH:23][C:22]=1[O:27][CH3:28])[C:11]1[C:20]2[C:15](=[CH:16][CH:17]=[CH:18][CH:19]=2)[CH:14]=[CH:13][CH:12]=1)([CH2:31][CH2:32][N:33]1[CH2:38][CH2:37][O:36][CH2:35][CH2:34]1)[C:6]([O:8][CH3:9])=[O:7])#[N:4]. (8) The product is: [NH2:33][C:4]1[N:3]=[C:2]([CH3:1])[C:7]([C:8]#[N:9])=[C:6]([NH:10][C@H:11]([C:13]2[N:18]=[C:17]3[CH:19]=[CH:20][N:21]([CH3:22])[C:16]3=[CH:15][C:14]=2[N:23]2[CH2:28][CH2:27][O:26][CH2:25][CH2:24]2)[CH3:12])[N:5]=1. Given the reactants [CH3:1][C:2]1[C:7]([C:8]#[N:9])=[C:6]([NH:10][C@H:11]([C:13]2[N:18]=[C:17]3[CH:19]=[CH:20][N:21]([CH3:22])[C:16]3=[CH:15][C:14]=2[N:23]2[CH2:28][CH2:27][O:26][CH2:25][CH2:24]2)[CH3:12])[N:5]=[C:4](S(C)(=O)=O)[N:3]=1.[NH3:33], predict the reaction product. (9) Given the reactants [Cl:1][C:2]1[CH:3]=[C:4]2[C:8](=[CH:9][CH:10]=1)[NH:7][CH:6]=[C:5]2[CH2:11][CH2:12][CH2:13][C:14](OCC)=[O:15].[H-].[Al+3].[Li+].[H-].[H-].[H-], predict the reaction product. The product is: [Cl:1][C:2]1[CH:3]=[C:4]2[C:8](=[CH:9][CH:10]=1)[NH:7][CH:6]=[C:5]2[CH2:11][CH2:12][CH2:13][CH2:14][OH:15]. (10) The product is: [CH2:28]([N:23]1[C:22]([C:30]2[CH:35]=[N:34][C:33]([CH3:36])=[N:32][CH:31]=2)=[N:21][C:20]2[C:24]1=[N:25][CH:26]=[N:27][C:19]=2[O:1][CH:2]1[CH2:7][CH:6]2[N:8]([C:9]([O:11][C:12]([CH3:15])([CH3:14])[CH3:13])=[O:10])[CH:3]1[CH2:4][CH2:5]2)[CH3:29]. Given the reactants [OH:1][CH:2]1[CH2:7][CH:6]2[N:8]([C:9]([O:11][C:12]([CH3:15])([CH3:14])[CH3:13])=[O:10])[CH:3]1[CH2:4][CH2:5]2.[H-].[Na+].Cl[C:19]1[N:27]=[CH:26][N:25]=[C:24]2[C:20]=1[N:21]=[C:22]([C:30]1[CH:31]=[N:32][C:33]([CH3:36])=[N:34][CH:35]=1)[N:23]2[CH2:28][CH3:29], predict the reaction product.